From a dataset of Catalyst prediction with 721,799 reactions and 888 catalyst types from USPTO. Predict which catalyst facilitates the given reaction. (1) Reactant: O1CCCC1.[CH:6]1([O:9][C:10]2[CH:11]=[C:12]([C:20]3[N:29]([CH2:30][O:31][CH2:32][CH2:33][Si:34]([CH3:37])([CH3:36])[CH3:35])[C:23]4[CH:24]=[N:25][NH:26][C:27](=[O:28])[C:22]=4[C:21]=3[CH:38]=[O:39])[CH:13]=[CH:14][C:15]=2[O:16][CH:17]([F:19])[F:18])[CH2:8][CH2:7]1.[BH4-].[Na+]. Product: [CH:6]1([O:9][C:10]2[CH:11]=[C:12]([C:20]3[N:29]([CH2:30][O:31][CH2:32][CH2:33][Si:34]([CH3:35])([CH3:37])[CH3:36])[C:23]4[CH:24]=[N:25][NH:26][C:27](=[O:28])[C:22]=4[C:21]=3[CH2:38][OH:39])[CH:13]=[CH:14][C:15]=2[O:16][CH:17]([F:19])[F:18])[CH2:8][CH2:7]1. The catalyst class is: 6. (2) Reactant: [Br:1][C:2]1[CH:3]=[CH:4][C:5]([OH:11])=[C:6]([C:8](=O)[CH3:9])[CH:7]=1.[C:12](=O)([O-])[O-].BrC[C:18](=[O:22])[CH:19]([CH3:21])[CH3:20].[K]. Product: [Br:1][C:2]1[CH:3]=[CH:4][C:5]2[O:11][C:9]([C:18](=[O:22])[CH:19]([CH3:21])[CH3:20])=[C:8]([CH3:12])[C:6]=2[CH:7]=1. The catalyst class is: 9. (3) Reactant: [C:1]([NH:4][CH2:5][CH2:6][O:7][C@@H:8]([C:22]1[CH:27]=[CH:26][CH:25]=[C:24]([Cl:28])[C:23]=1[F:29])[C@@H:9]1[CH2:14][CH2:13][CH2:12][N:11](C(OC(C)(C)C)=O)[CH2:10]1)(=[O:3])[CH3:2]. Product: [Cl:28][C:24]1[C:23]([F:29])=[C:22]([C@@H:8]([C@@H:9]2[CH2:14][CH2:13][CH2:12][NH:11][CH2:10]2)[O:7][CH2:6][CH2:5][NH:4][C:1](=[O:3])[CH3:2])[CH:27]=[CH:26][CH:25]=1. The catalyst class is: 137. (4) Reactant: [NH2:1][CH2:2][CH2:3][O:4][CH2:5][CH2:6][O:7][C:8]1[CH:13]=[CH:12][C:11]([NH:14][C:15]2[N:20]=[C:19]([C:21]3[CH:22]=[CH:23][C:24]([O:29][CH:30]4[CH2:35][CH2:34][O:33][CH2:32][CH2:31]4)=[C:25]([CH:28]=3)[C:26]#[N:27])[CH:18]=[CH:17][N:16]=2)=[CH:10][C:9]=1[O:36][CH3:37].CCN(CC)CC.Cl.[CH3:46][N:47]1[CH2:52][CH2:51][N:50]([S:53](Cl)(=[O:55])=[O:54])[CH2:49][CH2:48]1.CN(C=O)C. Product: [C:26]([C:25]1[CH:28]=[C:21]([C:19]2[CH:18]=[CH:17][N:16]=[C:15]([NH:14][C:11]3[CH:12]=[CH:13][C:8]([O:7][CH2:6][CH2:5][O:4][CH2:3][CH2:2][NH:1][S:53]([N:50]4[CH2:51][CH2:52][N:47]([CH3:46])[CH2:48][CH2:49]4)(=[O:55])=[O:54])=[C:9]([O:36][CH3:37])[CH:10]=3)[N:20]=2)[CH:22]=[CH:23][C:24]=1[O:29][CH:30]1[CH2:31][CH2:32][O:33][CH2:34][CH2:35]1)#[N:27]. The catalyst class is: 1.